Task: Predict the product of the given reaction.. Dataset: Forward reaction prediction with 1.9M reactions from USPTO patents (1976-2016) (1) Given the reactants CO.[CH2:3]([N:7]1[C:20](=[O:21])[C:19]2[C:14](=[CH:15][CH:16]=[CH:17][CH:18]=2)[C:13]2[CH:12]=[C:11](/[CH:22]=[CH:23]/[C:24]3[CH:29]=[CH:28][CH:27]=[CH:26][CH:25]=3)[CH:10]=[CH:9][C:8]1=2)[CH2:4][CH2:5][CH3:6].[H][H], predict the reaction product. The product is: [CH2:3]([N:7]1[C:20](=[O:21])[C:19]2[C:14](=[CH:15][CH:16]=[CH:17][CH:18]=2)[C:13]2[CH:12]=[C:11]([CH2:22][CH2:23][C:24]3[CH:25]=[CH:26][CH:27]=[CH:28][CH:29]=3)[CH:10]=[CH:9][C:8]1=2)[CH2:4][CH2:5][CH3:6]. (2) Given the reactants [Br:1][CH2:2][CH2:3][O:4][C:5]1[CH:10]=[C:9]([O:11][CH3:12])[C:8]([Cl:13])=[CH:7][C:6]=1[NH2:14].C(N(CC)CC)C.[C:22](Cl)(=[O:24])[CH3:23], predict the reaction product. The product is: [Br:1][CH2:2][CH2:3][O:4][C:5]1[CH:10]=[C:9]([O:11][CH3:12])[C:8]([Cl:13])=[CH:7][C:6]=1[NH:14][C:22](=[O:24])[CH3:23].